Dataset: Full USPTO retrosynthesis dataset with 1.9M reactions from patents (1976-2016). Task: Predict the reactants needed to synthesize the given product. (1) Given the product [CH3:1][O:2][C:3](=[O:29])/[CH:4]=[CH:5]/[C:6]1[CH:7]=[C:8]2[C:25](=[CH:26][CH:27]=1)[O:24][C:11]1([CH2:16][CH2:15][N:14]([CH:17]([C:33]3[CH:38]=[CH:37][CH:36]=[CH:35][CH:34]=3)[CH3:39])[CH2:13][CH2:12]1)[CH2:10][C:9]2=[O:28], predict the reactants needed to synthesize it. The reactants are: [CH3:1][O:2][C:3](=[O:29])/[CH:4]=[CH:5]/[C:6]1[CH:7]=[C:8]2[C:25](=[CH:26][CH:27]=1)[O:24][C:11]1([CH2:16][CH2:15][N:14]([C:17](OC(C)(C)C)=O)[CH2:13][CH2:12]1)[CH2:10][C:9]2=[O:28].BrC([C:33]1[CH:38]=[CH:37][CH:36]=[CH:35][CH:34]=1)C.[CH2:39](Cl)Cl. (2) The reactants are: Cl[C:2]1[C:7]([C:8]#[N:9])=[C:6]([NH:10][CH2:11][CH2:12][OH:13])[N:5]=[C:4]([NH:14][CH2:15][CH2:16][OH:17])[N:3]=1.[N+:18]([C:21]1[CH:26]=[CH:25][CH:24]=[CH:23][C:22]=1[N:27]1[CH2:32][CH2:31][NH:30][CH2:29][CH2:28]1)([O-:20])=[O:19].C(N(C(C)C)C(C)C)C. Given the product [OH:17][CH2:16][CH2:15][NH:14][C:4]1[N:5]=[C:6]([NH:10][CH2:11][CH2:12][OH:13])[C:7]([C:8]#[N:9])=[C:2]([N:30]2[CH2:31][CH2:32][N:27]([C:22]3[CH:23]=[CH:24][CH:25]=[CH:26][C:21]=3[N+:18]([O-:20])=[O:19])[CH2:28][CH2:29]2)[N:3]=1, predict the reactants needed to synthesize it.